From a dataset of Reaction yield outcomes from USPTO patents with 853,638 reactions. Predict the reaction yield, written as a fraction of the theoretical maximum amount of product (1.0 means a 100% yield; for example, 0.34 means a 34% yield). (1) The reactants are [Si:1]([O:8][C@@H:9]1[C@@:31]2([CH3:32])[C:13](=[CH:14][CH:15]=[C:16]3[C@@H:30]2[CH2:29][CH2:28][C@@:27]2([CH3:33])[C@H:17]3[CH2:18][CH:19]=[C:20]2[C@H:21]([CH2:23][CH2:24][C:25]#[CH:26])[CH3:22])[CH2:12][C@@H:11]([O:34][Si:35]([C:38]([CH3:41])([CH3:40])[CH3:39])([CH3:37])[CH3:36])[CH2:10]1)([C:4]([CH3:7])([CH3:6])[CH3:5])([CH3:3])[CH3:2].C([Li])CCC.[CH3:47][CH2:48][C:49](=[O:52])[CH2:50][CH3:51]. The catalyst is O1CCCC1. The product is [Si:1]([O:8][C@@H:9]1[C@@:31]2([CH3:32])[C:13](=[CH:14][CH:15]=[C:16]3[C@@H:30]2[CH2:29][CH2:28][C@@:27]2([CH3:33])[C@H:17]3[CH2:18][CH:19]=[C:20]2[C@H:21]([CH2:23][CH2:24][C:25]#[C:26][C:49]([CH2:50][CH3:51])([OH:52])[CH2:48][CH3:47])[CH3:22])[CH2:12][C@@H:11]([O:34][Si:35]([C:38]([CH3:40])([CH3:39])[CH3:41])([CH3:36])[CH3:37])[CH2:10]1)([C:4]([CH3:7])([CH3:6])[CH3:5])([CH3:3])[CH3:2]. The yield is 0.450. (2) The reactants are [NH2:1][C:2]1[C:10]2[N:9]=[C:8]([CH3:11])[N:7]([CH3:12])[C:6]=2[CH:5]=[C:4]([Br:13])[CH:3]=1.[CH2:14]([C:16]1[CH:23]=[CH:22][CH:21]=[C:20]([CH3:24])[C:17]=1[CH2:18]Cl)[CH3:15].C(=O)([O-])[O-].[Na+].[Na+].[I-].[Na+]. The catalyst is CC(C)=O.O. The product is [Br:13][C:4]1[CH:3]=[C:2]([NH:1][CH2:18][C:17]2[C:20]([CH3:24])=[CH:21][CH:22]=[CH:23][C:16]=2[CH2:14][CH3:15])[C:10]2[N:9]=[C:8]([CH3:11])[N:7]([CH3:12])[C:6]=2[CH:5]=1. The yield is 0.840.